From a dataset of Forward reaction prediction with 1.9M reactions from USPTO patents (1976-2016). Predict the product of the given reaction. (1) Given the reactants [CH2:1]1[C:10]2[C:5](=[CH:6][C:7]([C:11](=[O:13])[CH3:12])=[CH:8][CH:9]=2)[CH2:4][CH2:3][NH:2]1.Br[CH2:15][C:16]1[CH:21]=[CH:20][C:19]([O:22][CH2:23][CH:24]2[CH2:26][CH2:25]2)=[CH:18][CH:17]=1.C([O-])([O-])=O.[K+].[K+], predict the reaction product. The product is: [CH:24]1([CH2:23][O:22][C:19]2[CH:18]=[CH:17][C:16]([CH2:15][N:2]3[CH2:3][CH2:4][C:5]4[C:10](=[CH:9][CH:8]=[C:7]([C:11](=[O:13])[CH3:12])[CH:6]=4)[CH2:1]3)=[CH:21][CH:20]=2)[CH2:25][CH2:26]1. (2) Given the reactants [Cl:1][C:2]1[CH:8]=[CH:7][C:5]([NH2:6])=[CH:4][C:3]=1[C:9]1[CH:14]=[CH:13][CH:12]=[CH:11][N:10]=1.[N:15]1([C:20]2[N:25]=[CH:24][C:23]([C:26](O)=[O:27])=[CH:22][CH:21]=2)[CH:19]=[N:18][CH:17]=[N:16]1, predict the reaction product. The product is: [Cl:1][C:2]1[CH:8]=[CH:7][C:5]([NH:6][C:26]([C:23]2[CH:24]=[N:25][C:20]([N:15]3[CH:19]=[N:18][CH:17]=[N:16]3)=[CH:21][CH:22]=2)=[O:27])=[CH:4][C:3]=1[C:9]1[CH:14]=[CH:13][CH:12]=[CH:11][N:10]=1. (3) Given the reactants C([C:5]1[CH:10]=[C:9]([CH3:11])[C:8]([CH2:12][C:13]([OH:15])=[O:14])=[C:7]([CH3:16])[CH:6]=1)(C)(C)C.C1(C)C=CC=CC=1, predict the reaction product. The product is: [CH3:11][C:9]1[CH:10]=[CH:5][CH:6]=[C:7]([CH3:16])[C:8]=1[CH2:12][C:13]([OH:15])=[O:14].